The task is: Regression. Given two drug SMILES strings and cell line genomic features, predict the synergy score measuring deviation from expected non-interaction effect.. This data is from NCI-60 drug combinations with 297,098 pairs across 59 cell lines. (1) Synergy scores: CSS=39.7, Synergy_ZIP=0.899, Synergy_Bliss=4.50, Synergy_Loewe=-4.91, Synergy_HSA=4.91. Drug 1: C1=CN(C(=O)N=C1N)C2C(C(C(O2)CO)O)O.Cl. Drug 2: CCCCC(=O)OCC(=O)C1(CC(C2=C(C1)C(=C3C(=C2O)C(=O)C4=C(C3=O)C=CC=C4OC)O)OC5CC(C(C(O5)C)O)NC(=O)C(F)(F)F)O. Cell line: A498. (2) Drug 1: CCC1(CC2CC(C3=C(CCN(C2)C1)C4=CC=CC=C4N3)(C5=C(C=C6C(=C5)C78CCN9C7C(C=CC9)(C(C(C8N6C)(C(=O)OC)O)OC(=O)C)CC)OC)C(=O)OC)O.OS(=O)(=O)O. Cell line: SK-MEL-5. Drug 2: CC1CCC2CC(C(=CC=CC=CC(CC(C(=O)C(C(C(=CC(C(=O)CC(OC(=O)C3CCCCN3C(=O)C(=O)C1(O2)O)C(C)CC4CCC(C(C4)OC)O)C)C)O)OC)C)C)C)OC. Synergy scores: CSS=7.08, Synergy_ZIP=0.173, Synergy_Bliss=6.24, Synergy_Loewe=1.56, Synergy_HSA=1.88. (3) Drug 1: CNC(=O)C1=CC=CC=C1SC2=CC3=C(C=C2)C(=NN3)C=CC4=CC=CC=N4. Drug 2: CC1OCC2C(O1)C(C(C(O2)OC3C4COC(=O)C4C(C5=CC6=C(C=C35)OCO6)C7=CC(=C(C(=C7)OC)O)OC)O)O. Cell line: COLO 205. Synergy scores: CSS=52.0, Synergy_ZIP=2.39, Synergy_Bliss=2.79, Synergy_Loewe=-5.41, Synergy_HSA=0.449. (4) Drug 1: C1CC(CNC1)C2=CC=C(C=C2)N3C=C4C=CC=C(C4=N3)C(=O)N. Drug 2: COCCOC1=C(C=C2C(=C1)C(=NC=N2)NC3=CC=CC(=C3)C#C)OCCOC. Cell line: HT29. Synergy scores: CSS=50.5, Synergy_ZIP=10.4, Synergy_Bliss=13.1, Synergy_Loewe=9.56, Synergy_HSA=15.2. (5) Drug 1: C1=CN(C(=O)N=C1N)C2C(C(C(O2)CO)O)O.Cl. Drug 2: C1=CC=C(C=C1)NC(=O)CCCCCCC(=O)NO. Cell line: BT-549. Synergy scores: CSS=15.1, Synergy_ZIP=-9.19, Synergy_Bliss=-5.54, Synergy_Loewe=-5.24, Synergy_HSA=-3.39.